From a dataset of Catalyst prediction with 721,799 reactions and 888 catalyst types from USPTO. Predict which catalyst facilitates the given reaction. (1) Reactant: [Cl:1][C:2]1[C:3]([CH2:31]OS(C)(=O)=O)=[C:4]([C:27]([F:30])([F:29])[F:28])[CH:5]=[C:6]2[C:11]=1[NH:10][C:9](=[O:12])[N:8]([CH2:13][C:14]1[CH:19]=[C:18]([Cl:20])[CH:17]=[CH:16][C:15]=1[S:21]([CH2:24][CH3:25])(=[O:23])=[O:22])[C:7]2=[O:26].[C:37]([O:41][C:42](=[O:51])[NH:43][CH2:44][C@H:45]1[CH2:50][CH2:49][CH2:48][CH2:47][NH:46]1)([CH3:40])([CH3:39])[CH3:38]. Product: [C:37]([O:41][C:42](=[O:51])[NH:43][CH2:44][C@H:45]1[CH2:50][CH2:49][CH2:48][CH2:47][N:46]1[CH2:31][C:3]1[C:2]([Cl:1])=[C:11]2[C:6]([C:7](=[O:26])[N:8]([CH2:13][C:14]3[CH:19]=[C:18]([Cl:20])[CH:17]=[CH:16][C:15]=3[S:21]([CH2:24][CH3:25])(=[O:22])=[O:23])[C:9](=[O:12])[NH:10]2)=[CH:5][C:4]=1[C:27]([F:29])([F:30])[F:28])([CH3:40])([CH3:38])[CH3:39]. The catalyst class is: 3. (2) Reactant: Br[CH2:2][CH2:3][O:4][C:5]1[C:10]([CH3:11])=[CH:9][C:8]([C:12]2[NH:21][C:20](=[O:22])[C:19]3[C:14](=[CH:15][C:16]([Cl:24])=[CH:17][C:18]=3[Cl:23])[N:13]=2)=[CH:7][C:6]=1[CH3:25].[NH:26]1[CH2:30][CH2:29][CH2:28][CH2:27]1. Product: [Cl:23][C:18]1[CH:17]=[C:16]([Cl:24])[CH:15]=[C:14]2[C:19]=1[C:20](=[O:22])[NH:21][C:12]([C:8]1[CH:9]=[C:10]([CH3:11])[C:5]([O:4][CH2:3][CH2:2][N:26]3[CH2:30][CH2:29][CH2:28][CH2:27]3)=[C:6]([CH3:25])[CH:7]=1)=[N:13]2. The catalyst class is: 3. (3) Reactant: C1(P(C2C=CC=CC=2)C2C=CC3C(=CC=CC=3)C=2C2C3C(=CC=CC=3)C=CC=2P(C2C=CC=CC=2)C2C=CC=CC=2)C=CC=CC=1.C([O-])([O-])=O.[Cs+].[Cs+].FC(F)(F)S(O[C:59]1[CH:68]=[C:67]2[C:62]([CH:63]=[CH:64][C:65](=[O:69])[O:66]2)=[CH:61][CH:60]=1)(=O)=O.[C:72]([N:79]1[CH2:84][CH2:83][NH:82][CH2:81][CH2:80]1)([O:74][C:75]([CH3:78])([CH3:77])[CH3:76])=[O:73]. Product: [O:69]=[C:65]1[CH:64]=[CH:63][C:62]2[C:67](=[CH:68][C:59]([N:82]3[CH2:81][CH2:80][N:79]([C:72]([O:74][C:75]([CH3:78])([CH3:77])[CH3:76])=[O:73])[CH2:84][CH2:83]3)=[CH:60][CH:61]=2)[O:66]1. The catalyst class is: 164. (4) Reactant: [F:1][C:2]1[CH:3]=[C:4]([NH:9][C:10]2[N:18]=[CH:17][C:16]([F:19])=[CH:15][C:11]=2[C:12]([OH:14])=O)[CH:5]=[CH:6][C:7]=1[F:8].[NH2:20][C@H:21]1[CH2:25][CH2:24][N:23]([C:26]([O:28][C:29]([CH3:32])([CH3:31])[CH3:30])=[O:27])[CH2:22]1.CN(C(ON1N=NC2C=CC=NC1=2)=[N+](C)C)C.F[P-](F)(F)(F)(F)F.C1C=NC2N(O)N=NC=2C=1.CCN(C(C)C)C(C)C. Product: [F:1][C:2]1[CH:3]=[C:4]([NH:9][C:10]2[C:11]([C:12]([NH:20][C@H:21]3[CH2:25][CH2:24][N:23]([C:26]([O:28][C:29]([CH3:32])([CH3:31])[CH3:30])=[O:27])[CH2:22]3)=[O:14])=[CH:15][C:16]([F:19])=[CH:17][N:18]=2)[CH:5]=[CH:6][C:7]=1[F:8]. The catalyst class is: 2. (5) Reactant: C(O[BH-](OC(=O)C)OC(=O)C)(=O)C.[Na+].[Br:15][C:16]1[CH:17]=[C:18]([CH:21]=[CH:22][CH:23]=1)[NH:19][CH3:20].[CH:24]([C:26]1[CH:31]=[CH:30][CH:29]=[CH:28][C:27]=1[CH2:32][C:33]([O:35][CH3:36])=[O:34])=O. The catalyst class is: 26. Product: [Br:15][C:16]1[CH:17]=[C:18]([N:19]([CH2:24][C:26]2[CH:31]=[CH:30][CH:29]=[CH:28][C:27]=2[CH2:32][C:33]([O:35][CH3:36])=[O:34])[CH3:20])[CH:21]=[CH:22][CH:23]=1. (6) Reactant: OC1C=CC=CN=1.[C:8]([O:12][C:13](=[O:41])[NH:14][C@H:15]([C@@H:33]1[CH2:37][C@@H:36]([CH2:38][CH3:39])[C:35](=[O:40])[O:34]1)[CH2:16][N:17]1[CH2:22][C:21](=[O:23])[N:20]([C:24]2[CH:29]=[CH:28][CH:27]=[CH:26][C:25]=2[Cl:30])[CH2:19][C:18]1([CH3:32])[CH3:31])([CH3:11])([CH3:10])[CH3:9].[CH3:42][C:43]([CH3:47])([CH3:46])[CH2:44][NH2:45]. Product: [C:8]([O:12][C:13](=[O:41])[NH:14][C@@H:15]([CH2:16][N:17]1[CH2:22][C:21](=[O:23])[N:20]([C:24]2[CH:29]=[CH:28][CH:27]=[CH:26][C:25]=2[Cl:30])[CH2:19][C:18]1([CH3:32])[CH3:31])[C@@H:33]([OH:34])[CH2:37][C@H:36]([C:35](=[O:40])[NH:45][CH2:44][C:43]([CH3:47])([CH3:46])[CH3:42])[CH2:38][CH3:39])([CH3:9])([CH3:11])[CH3:10]. The catalyst class is: 6. (7) Reactant: [CH3:1][NH:2][CH:3]1[CH2:8][CH2:7][N:6]([C:9]2[N:10]=[N:11][C:12]([C:19]3[N:20]([CH3:24])[N:21]=[CH:22][CH:23]=3)=[C:13]3[CH:18]=[CH:17][N:16]=[CH:15][C:14]=23)[CH2:5][CH2:4]1.C(N(CC)C(C)C)(C)C.[F:34][C:35]1[CH:40]=[CH:39][C:38]([N:41]=[C:42]=[O:43])=[C:37]([C:44]([F:47])([F:46])[F:45])[CH:36]=1. Product: [F:34][C:35]1[CH:40]=[CH:39][C:38]([NH:41][C:42](=[O:43])[N:2]([CH3:1])[CH:3]2[CH2:8][CH2:7][N:6]([C:9]3[N:10]=[N:11][C:12]([C:19]4[N:20]([CH3:24])[N:21]=[CH:22][CH:23]=4)=[C:13]4[CH:18]=[CH:17][N:16]=[CH:15][C:14]=34)[CH2:5][CH2:4]2)=[C:37]([C:44]([F:45])([F:46])[F:47])[CH:36]=1. The catalyst class is: 2.